Dataset: Retrosynthesis with 50K atom-mapped reactions and 10 reaction types from USPTO. Task: Predict the reactants needed to synthesize the given product. Given the product O=C(O)c1ccc(-c2cccc(-n3c(=O)c(Cc4ccccc4)nc4cccnc43)c2)cc1, predict the reactants needed to synthesize it. The reactants are: COC(=O)c1ccc(-c2cccc(-n3c(=O)c(Cc4ccccc4)nc4cccnc43)c2)cc1.